From a dataset of Full USPTO retrosynthesis dataset with 1.9M reactions from patents (1976-2016). Predict the reactants needed to synthesize the given product. (1) Given the product [C:17]([NH:1][CH2:2][CH2:3][C:4]1[N:13]=[C:12]([C:14]([OH:16])=[O:15])[C:11]2[C:6](=[CH:7][CH:8]=[CH:9][CH:10]=2)[N:5]=1)(=[O:19])[CH3:18], predict the reactants needed to synthesize it. The reactants are: [NH2:1][CH2:2][CH2:3][C:4]1[N:13]=[C:12]([C:14]([OH:16])=[O:15])[C:11]2[C:6](=[CH:7][CH:8]=[CH:9][CH:10]=2)[N:5]=1.[C:17](OC(=O)C)(=[O:19])[CH3:18]. (2) Given the product [Br:10][C:11]1[CH:16]=[CH:15][C:14]([N:17]2[C@@H:22]([CH2:21][C:19]#[N:20])[C@H:23]([CH3:24])[C:6]([C:5]3[CH:8]=[CH:9][C:2]([F:1])=[CH:3][CH:4]=3)=[N:18]2)=[CH:13][CH:12]=1, predict the reactants needed to synthesize it. The reactants are: [F:1][C:2]1[CH:9]=[CH:8][C:5]([CH:6]=O)=[CH:4][CH:3]=1.[Br:10][C:11]1[CH:16]=[CH:15][C:14]([NH:17][NH2:18])=[CH:13][CH:12]=1.[C:19]([CH2:21][C@@H:22]1N(C2C=CC(OC)=CC=2)N=[C:24](C2C=CC(C#N)=CC=2)[C@H:23]1C)#[N:20]. (3) Given the product [CH3:1][O:2][C:3]1[CH:4]=[CH:5][C:6]([C:37]([F:40])([F:39])[F:38])=[C:7]([C:9]2[CH:14]=[CH:13][CH:12]=[C:11]([NH:15][C:16]([C:18]3[N:19]([C:30]([O:32][C:33]([CH3:36])([CH3:35])[CH3:34])=[O:31])[C:20]4[C:25]([CH:26]=3)=[CH:24][CH:23]=[C:22]([NH:27][S:44]([CH3:43])(=[O:46])=[O:45])[CH:21]=4)=[O:17])[CH:10]=2)[CH:8]=1, predict the reactants needed to synthesize it. The reactants are: [CH3:1][O:2][C:3]1[CH:4]=[CH:5][C:6]([C:37]([F:40])([F:39])[F:38])=[C:7]([C:9]2[CH:14]=[CH:13][CH:12]=[C:11]([NH:15][C:16]([C:18]3[N:19]([C:30]([O:32][C:33]([CH3:36])([CH3:35])[CH3:34])=[O:31])[C:20]4[C:25]([CH:26]=3)=[CH:24][CH:23]=[C:22]([N+:27]([O-])=O)[CH:21]=4)=[O:17])[CH:10]=2)[CH:8]=1.[NH4+].[Cl-].[CH3:43][S:44](Cl)(=[O:46])=[O:45]. (4) Given the product [CH3:13][O:9][C:8](=[O:10])[C:7]1[CH:11]=[C:3]([CH:1]=[O:2])[CH:4]=[CH:5][C:6]=1[OH:12], predict the reactants needed to synthesize it. The reactants are: [CH:1]([C:3]1[CH:4]=[CH:5][C:6]([OH:12])=[C:7]([CH:11]=1)[C:8]([OH:10])=[O:9])=[O:2].[CH3:13]O.